From a dataset of Catalyst prediction with 721,799 reactions and 888 catalyst types from USPTO. Predict which catalyst facilitates the given reaction. (1) Reactant: [C:1]1([CH:7]([C:29]2[CH:34]=[CH:33][CH:32]=[CH:31][CH:30]=2)[CH2:8][NH:9][C:10]2[C:19]3[C:14](=[CH:15][CH:16]=[CH:17][CH:18]=3)[N:13]=[C:12]([C:20]3[CH:21]=[C:22]4[C:26](=[CH:27][CH:28]=3)[NH:25][CH:24]=[CH:23]4)[N:11]=2)[CH:6]=[CH:5][CH:4]=[CH:3][CH:2]=1.[CH3:35][S:36](Cl)(=[O:38])=[O:37]. Product: [C:29]1([CH:7]([C:1]2[CH:2]=[CH:3][CH:4]=[CH:5][CH:6]=2)[CH2:8][NH:9][C:10]2[C:19]3[C:14](=[CH:15][CH:16]=[CH:17][CH:18]=3)[N:13]=[C:12]([C:20]3[CH:21]=[C:22]4[C:26](=[CH:27][CH:28]=3)[N:25]([S:36]([CH3:35])(=[O:38])=[O:37])[CH:24]=[CH:23]4)[N:11]=2)[CH:34]=[CH:33][CH:32]=[CH:31][CH:30]=1. The catalyst class is: 16. (2) Reactant: [O:1]1[C:5]2([CH2:10][CH2:9][C:8](=[O:11])[CH2:7][CH2:6]2)[O:4][CH2:3][CH2:2]1.[CH2:12]([C:15]1[CH:20]=[CH:19][C:18]([Mg]Br)=[CH:17][CH:16]=1)[CH2:13][CH3:14]. Product: [CH2:12]([C:15]1[CH:20]=[CH:19][C:18]([C:8]2([OH:11])[CH2:7][CH2:6][C:5]3([O:4][CH2:3][CH2:2][O:1]3)[CH2:10][CH2:9]2)=[CH:17][CH:16]=1)[CH2:13][CH3:14]. The catalyst class is: 1. (3) Reactant: C[O:2][C:3]1[N:4]=[N:5][C:6]([S:9]([C:12]2[NH:13][C:14]3[C:19]([C:20]=2[Cl:21])=[CH:18][CH:17]=[CH:16][CH:15]=3)(=[O:11])=[O:10])=[CH:7][CH:8]=1.Cl. Product: [Cl:21][C:20]1[C:19]2[C:14](=[CH:15][CH:16]=[CH:17][CH:18]=2)[NH:13][C:12]=1[S:9]([C:6]1[CH:7]=[CH:8][C:3](=[O:2])[NH:4][N:5]=1)(=[O:11])=[O:10]. The catalyst class is: 12. (4) Reactant: [Si]([O:8][CH:9]([CH2:20][O:21][C:22]1[CH:27]=[CH:26][CH:25]=[C:24]([C:28]2[N:33]=[C:32]([C:34]3[C:35]([CH3:40])=[N:36][S:37][C:38]=3[CH3:39])[C:31]([CH3:41])=[C:30]([NH:42][CH:43]3[CH2:48][CH2:47][O:46][CH2:45][CH2:44]3)[N:29]=2)[CH:23]=1)[CH2:10][N:11](C)[C:12](=[O:18])[O:13]C(C)(C)C)(C(C)(C)C)(C)C. Product: [CH3:40][C:35]1[C:34]([C:32]2[C:31]([CH3:41])=[C:30]([NH:42][CH:43]3[CH2:44][CH2:45][O:46][CH2:47][CH2:48]3)[N:29]=[C:28]([C:24]3[CH:23]=[C:22]([CH:27]=[CH:26][CH:25]=3)[O:21][CH2:20][CH:9]([OH:8])[CH2:10][NH:11][CH3:12])[N:33]=2)=[C:38]([CH3:39])[S:37][N:36]=1.[CH:12]([OH:18])=[O:13]. The catalyst class is: 209. (5) Reactant: [C:1]1([N:7]2[C:11]3[CH:12]=[CH:13][CH:14]=[CH:15][C:10]=3[N:9]=[C:8]2[CH2:16]O)[CH:6]=[CH:5][CH:4]=[CH:3][CH:2]=1.C1(P(C2C=CC=CC=2)C2C=CC=CC=2)C=CC=CC=1.C1C(=O)N([Br:44])C(=O)C1. Product: [Br:44][CH2:16][C:8]1[N:7]([C:1]2[CH:6]=[CH:5][CH:4]=[CH:3][CH:2]=2)[C:11]2[CH:12]=[CH:13][CH:14]=[CH:15][C:10]=2[N:9]=1. The catalyst class is: 2. (6) Reactant: [N:1]1[CH:6]=[CH:5][C:4]([C:7](=O)[CH2:8][C:9]([O:11]CC)=O)=[CH:3][CH:2]=1.Cl.[CH3:16][C:17]1([CH3:24])[CH2:22][NH:21][C:20]([NH2:23])=[N:19][CH2:18]1.C(=O)([O-])[O-].[K+].[K+]. Product: [CH3:16][C:17]1([CH3:24])[CH2:22][N:21]2[C:9](=[O:11])[CH:8]=[C:7]([C:4]3[CH:3]=[CH:2][N:1]=[CH:6][CH:5]=3)[N:23]=[C:20]2[NH:19][CH2:18]1. The catalyst class is: 412.